This data is from Forward reaction prediction with 1.9M reactions from USPTO patents (1976-2016). The task is: Predict the product of the given reaction. (1) Given the reactants C(NC1C=CC(C2C=C3C(CN([C@@H](C(C)C)C(O)=O)C3=O)=CC=2)=CC=1)(=O)C1C=CC=CC=1.[CH3:33][CH:34]([CH3:69])[C@H:35]([N:40]1[CH2:48][C:47]2[C:42](=[CH:43][C:44]([C:49]3[CH:54]=[CH:53][C:52]([NH:55][C:56](=[O:67])[C:57]4[CH:62]=[CH:61][C:60]([C:63]([F:66])([F:65])[F:64])=[CH:59][CH:58]=4)=[CH:51][CH:50]=3)=[CH:45][CH:46]=2)[C:41]1=[O:68])[C:36]([O:38]C)=[O:37], predict the reaction product. The product is: [CH3:33][CH:34]([CH3:69])[C@H:35]([N:40]1[CH2:48][C:47]2[C:42](=[CH:43][C:44]([C:49]3[CH:50]=[CH:51][C:52]([NH:55][C:56](=[O:67])[C:57]4[CH:62]=[CH:61][C:60]([C:63]([F:66])([F:64])[F:65])=[CH:59][CH:58]=4)=[CH:53][CH:54]=3)=[CH:45][CH:46]=2)[C:41]1=[O:68])[C:36]([OH:38])=[O:37]. (2) The product is: [CH2:1]([O:5][C:6]([C:8]1[N:9]=[C:10]([C:28]#[N:29])[C:11]2[C:16]([C:17]=1[OH:18])=[CH:15][CH:14]=[C:13]([O:19][C:20]1[CH:25]=[CH:24][C:23]([F:26])=[CH:22][CH:21]=1)[CH:12]=2)=[O:7])[CH2:2][CH2:3][CH3:4]. Given the reactants [CH2:1]([O:5][C:6]([C:8]1[N:9]=[C:10](Br)[C:11]2[C:16]([C:17]=1[OH:18])=[CH:15][CH:14]=[C:13]([O:19][C:20]1[CH:25]=[CH:24][C:23]([F:26])=[CH:22][CH:21]=1)[CH:12]=2)=[O:7])[CH2:2][CH2:3][CH3:4].[C:28]([Cu])#[N:29], predict the reaction product. (3) Given the reactants C([O-])=O.[NH4+].[OH:5][C:6]([C:8]([F:11])([F:10])[F:9])=[O:7].[OH:12][C:13]([C:15]([F:18])([F:17])[F:16])=[O:14].[C:19]1([CH2:25][CH2:26][C:27]2[CH:28]=[N:29][N:30]([CH2:45][CH3:46])[C:31]=2[CH:32]2[CH2:37][CH2:36][N:35](CC3C=CC=CC=3)[CH2:34][CH2:33]2)[CH:24]=[CH:23][CH:22]=[CH:21][CH:20]=1, predict the reaction product. The product is: [OH:7][C:6]([C:8]([F:11])([F:10])[F:9])=[O:5].[OH:14][C:13]([C:15]([F:18])([F:17])[F:16])=[O:12].[C:19]1([CH2:25][CH2:26][C:27]2[CH:28]=[N:29][N:30]([CH2:45][CH3:46])[C:31]=2[CH:32]2[CH2:37][CH2:36][NH:35][CH2:34][CH2:33]2)[CH:24]=[CH:23][CH:22]=[CH:21][CH:20]=1. (4) Given the reactants Br[C:2]1[C:3]([CH3:20])=[C:4]([NH:12]C(=O)OC(C)(C)C)[C:5]([CH3:11])=[C:6]([CH3:10])[C:7]=1[O:8]C.[CH2:21]([Li])[CH2:22][CH2:23][CH3:24].C[CH:27](C)[C:28]([C:30]1[CH:35]=CC(C)=[CH:32][CH:31]=1)=O.Br.[OH-].[Na+].[CH2:41]1COCC1, predict the reaction product. The product is: [CH3:24][C:23]1([CH3:41])[CH:22]([C:21]2[CH:32]=[CH:31][C:30]([CH3:35])=[CH:28][CH:27]=2)[C:2]2[C:3]([CH3:20])=[C:4]([NH2:12])[C:5]([CH3:11])=[C:6]([CH3:10])[C:7]=2[O:8]1. (5) Given the reactants [Cl:1][C:2]1[CH:7]=[CH:6][C:5]([N+:8]([O-])=O)=[CH:4][C:3]=1[C:11](=[O:13])[CH3:12], predict the reaction product. The product is: [Cl:1][C:2]1[CH:7]=[CH:6][C:5]([NH2:8])=[CH:4][C:3]=1[C:11](=[O:13])[CH3:12]. (6) Given the reactants [CH3:1][C:2]1[N:3]=[C:4]([C:11]2[CH:16]=[CH:15][C:14]([C:17]([F:20])([F:19])[F:18])=[CH:13][CH:12]=2)[S:5][C:6]=1[CH:7]([OH:10])[CH2:8][CH3:9].[H-].[Na+].[Br:23][C:24]1[CH:31]=[C:30](F)[CH:29]=[CH:28][C:25]=1[C:26]#[N:27].O, predict the reaction product. The product is: [Br:23][C:24]1[CH:31]=[C:30]([O:10][CH:7]([C:6]2[S:5][C:4]([C:11]3[CH:16]=[CH:15][C:14]([C:17]([F:20])([F:18])[F:19])=[CH:13][CH:12]=3)=[N:3][C:2]=2[CH3:1])[CH2:8][CH3:9])[CH:29]=[CH:28][C:25]=1[C:26]#[N:27]. (7) Given the reactants [NH2:1][C:2]1[CH:22]=[CH:21][C:20]([F:23])=[CH:19][C:3]=1[NH:4][C:5]1[S:9][C:8]2[CH:10]=[CH:11][CH:12]=[CH:13][C:7]=2[C:6]=1[C:14](OCC)=O.[CH3:24][N:25]1[CH2:30][CH2:29][NH:28][CH2:27][CH2:26]1, predict the reaction product. The product is: [F:23][C:20]1[CH:21]=[CH:22][C:2]2[N:1]=[C:14]([N:28]3[CH2:29][CH2:30][N:25]([CH3:24])[CH2:26][CH2:27]3)[C:6]3[C:7]4[CH:13]=[CH:12][CH:11]=[CH:10][C:8]=4[S:9][C:5]=3[NH:4][C:3]=2[CH:19]=1.